Predict the product of the given reaction. From a dataset of Forward reaction prediction with 1.9M reactions from USPTO patents (1976-2016). (1) Given the reactants [NH2:1][CH2:2][CH2:3][CH2:4][NH:5][C:6]([C:8]1[CH:12]=[C:11]([C:13]2[CH:18]=[C:17]([O:19][C:20]3[CH:25]=[CH:24][C:23]([NH:26][C:27]([NH:29][C:30]4[CH:35]=[C:34]([CH3:36])[CH:33]=[CH:32][C:31]=4[F:37])=[O:28])=[C:22]([F:38])[CH:21]=3)[CH:16]=[CH:15][N:14]=2)[NH:10][CH:9]=1)=[O:7].C(N(CC)C(C)C)(C)C.Br[CH2:49][C:50]([O:52][CH3:53])=[O:51].[OH2:54].C1[CH2:59][O:58][CH2:57][CH2:56]1, predict the reaction product. The product is: [F:38][C:22]1[CH:21]=[C:20]([CH:25]=[CH:24][C:23]=1[NH:26][C:27]([NH:29][C:30]1[CH:35]=[C:34]([CH3:36])[CH:33]=[CH:32][C:31]=1[F:37])=[O:28])[O:19][C:17]1[CH:16]=[CH:15][N:14]=[C:13]([C:11]2[NH:10][CH:9]=[C:8]([C:6]([NH:5][CH2:4][CH2:3][CH2:2][N:1]([CH2:56][C:57]([O:58][CH3:59])=[O:54])[CH2:49][C:50]([O:52][CH3:53])=[O:51])=[O:7])[CH:12]=2)[CH:18]=1. (2) Given the reactants [CH3:1][NH:2][CH2:3][C:4]1[CH:9]=[CH:8][C:7]([C:10]([N:12]2[CH2:18][C:17]3([CH3:20])[CH2:19][CH:13]2[CH2:14][C:15]([CH3:22])([CH3:21])[CH2:16]3)=[O:11])=[CH:6][CH:5]=1.[O:23]1[CH2:27][CH2:26][CH:25]([C:28](Cl)=[O:29])[CH2:24]1, predict the reaction product. The product is: [CH3:1][N:2]([CH2:3][C:4]1[CH:9]=[CH:8][C:7]([C:10]([N:12]2[CH2:18][C:17]3([CH3:20])[CH2:19][CH:13]2[CH2:14][C:15]([CH3:22])([CH3:21])[CH2:16]3)=[O:11])=[CH:6][CH:5]=1)[C:28]([CH:25]1[CH2:26][CH2:27][O:23][CH2:24]1)=[O:29]. (3) Given the reactants [C:1]([C:4]1[CH:14]=[CH:13][C:7]([C:8]([O:10][CH2:11][CH3:12])=[O:9])=[CH:6][CH:5]=1)(=O)[CH3:2].[CH:15]([NH2:18])([CH3:17])[CH3:16].[OH-].[Na+], predict the reaction product. The product is: [CH:15]([N:18]=[C:1]([C:4]1[CH:14]=[CH:13][C:7]([C:8]([O:10][CH2:11][CH3:12])=[O:9])=[CH:6][CH:5]=1)[CH3:2])([CH3:17])[CH3:16].